Predict the reactants needed to synthesize the given product. From a dataset of Full USPTO retrosynthesis dataset with 1.9M reactions from patents (1976-2016). Given the product [CH3:5][O:6][C:7]([C:9]1[CH:10]=[C:11]([CH3:28])[C:12]2[NH:18][C:17]3[C:19]([Cl:24])=[CH:20][C:21]([NH:23][CH:1]=[O:2])=[CH:22][C:16]=3[CH2:15][S:14](=[O:26])(=[O:25])[C:13]=2[CH:27]=1)=[O:8], predict the reactants needed to synthesize it. The reactants are: [CH:1]([O-])=[O:2].[Na+].[CH3:5][O:6][C:7]([C:9]1[CH:10]=[C:11]([CH3:28])[C:12]2[NH:18][C:17]3[C:19]([Cl:24])=[CH:20][C:21]([NH2:23])=[CH:22][C:16]=3[CH2:15][S:14](=[O:26])(=[O:25])[C:13]=2[CH:27]=1)=[O:8].